Dataset: Reaction yield outcomes from USPTO patents with 853,638 reactions. Task: Predict the reaction yield, written as a fraction of the theoretical maximum amount of product (1.0 means a 100% yield; for example, 0.34 means a 34% yield). (1) The reactants are C([C:3]([NH:6][C:7]1[CH:12]=[CH:11][C:10]([CH2:13][CH2:14][CH2:15][C:16]([N:18]([CH3:20])[CH3:19])=[O:17])=[C:9]([F:21])[CH:8]=1)([CH3:5])[CH3:4])#N.[N:22]([C:25]1[CH:32]=[CH:31][C:28]([C:29]#[N:30])=[C:27]([C:33]([F:36])([F:35])[F:34])[CH:26]=1)=[C:23]=[S:24].[CH3:37][OH:38].Cl.[CH3:40]N(C=O)C. The catalyst is O. The product is [C:29]([C:28]1[CH:31]=[CH:32][C:25]([N:22]2[C:37](=[O:38])[C:3]3([CH2:4][CH2:40][CH2:5]3)[N:6]([C:7]3[CH:12]=[CH:11][C:10]([CH2:13][CH2:14][CH2:15][C:16]([N:18]([CH3:19])[CH3:20])=[O:17])=[C:9]([F:21])[CH:8]=3)[C:23]2=[S:24])=[CH:26][C:27]=1[C:33]([F:34])([F:36])[F:35])#[N:30]. The yield is 0.650. (2) The reactants are Cl[CH2:2][C:3]1[N:4]([CH3:29])[C:5]2[C:10]([N:11]=1)=[C:9]([N:12]1[CH2:17][CH2:16][O:15][CH2:14][CH2:13]1)[N:8]=[C:7]([N:18]1[C:22]3[CH:23]=[CH:24][CH:25]=[CH:26][C:21]=3[N:20]=[C:19]1[CH2:27][CH3:28])[N:6]=2.[NH:30]1[CH2:33][CH:32]([N:34]2[CH2:39][CH2:38][O:37][CH2:36][CH2:35]2)[CH2:31]1.C([O-])([O-])=O.[K+].[K+]. The catalyst is CN(C=O)C.CCOC(C)=O. The product is [CH2:27]([C:19]1[N:18]([C:7]2[N:6]=[C:5]3[C:10]([N:11]=[C:3]([CH2:2][N:30]4[CH2:33][CH:32]([N:34]5[CH2:39][CH2:38][O:37][CH2:36][CH2:35]5)[CH2:31]4)[N:4]3[CH3:29])=[C:9]([N:12]3[CH2:17][CH2:16][O:15][CH2:14][CH2:13]3)[N:8]=2)[C:22]2[CH:23]=[CH:24][CH:25]=[CH:26][C:21]=2[N:20]=1)[CH3:28]. The yield is 0.110. (3) The reactants are C([O:8][C:9]1[CH:18]=[CH:17][C:12]([O:13][CH2:14][CH2:15][Br:16])=[CH:11][CH:10]=1)C1C=CC=CC=1. The catalyst is C1COCC1.C(O)C.[Pd]. The product is [Br:16][CH2:15][CH2:14][O:13][C:12]1[CH:17]=[CH:18][C:9]([OH:8])=[CH:10][CH:11]=1. The yield is 0.990. (4) The yield is 1.00. The product is [CH2:10]([C:9]1[CH:8]=[CH:7][C:6]([CH:4]([CH3:5])[C:2]([O:1][CH2:21][CH3:22])=[O:3])=[CH:15][CH:14]=1)[CH:11]([CH3:12])[CH3:13]. The reactants are [OH:1][C:2]([CH:4]([C:6]1[CH:15]=[CH:14][C:9]([CH2:10][CH:11]([CH3:13])[CH3:12])=[CH:8][CH:7]=1)[CH3:5])=[O:3].Cl[Si](C)(C)C.[CH3:21][CH2:22]O. No catalyst specified. (5) The reactants are C[O-].[Na+].[Br:4][C:5]1[CH:12]=[C:11]([F:13])[CH:10]=[CH:9][C:6]=1[CH:7]=O.[N:14]([CH2:17][C:18]([O:20][CH3:21])=[O:19])=[N+]=[N-]. The catalyst is CO. The product is [CH3:21][O:20][C:18]([C:17]1[NH:14][C:9]2[C:6]([CH:7]=1)=[C:5]([Br:4])[CH:12]=[C:11]([F:13])[CH:10]=2)=[O:19]. The yield is 0.680. (6) The reactants are [C:1]([O:5][C:6]([N:8]([CH2:10][C:11]1[C:12]([F:35])=[C:13]([C:28]2[C:29]([F:34])=[N:30][CH:31]=[CH:32][CH:33]=2)[N:14]([S:16]([C:19]2[CH:20]=[C:21]([CH:25]=[CH:26][CH:27]=2)[C:22]([OH:24])=O)(=[O:18])=[O:17])[CH:15]=1)[CH3:9])=[O:7])([CH3:4])([CH3:3])[CH3:2].Cl.C(N=C=NCCCN(C)C)C.[NH2:48][CH2:49][CH2:50][OH:51]. The catalyst is CN(C)C=O.O. The product is [F:35][C:12]1[C:11]([CH2:10][N:8]([CH3:9])[C:6](=[O:7])[O:5][C:1]([CH3:4])([CH3:2])[CH3:3])=[CH:15][N:14]([S:16]([C:19]2[CH:27]=[CH:26][CH:25]=[C:21]([C:22]([NH:48][CH2:49][CH2:50][OH:51])=[O:24])[CH:20]=2)(=[O:18])=[O:17])[C:13]=1[C:28]1[C:29]([F:34])=[N:30][CH:31]=[CH:32][CH:33]=1. The yield is 0.360. (7) The reactants are IC.[OH:3][C:4]1[CH:12]=[CH:11][CH:10]=[C:9]2[C:5]=1[CH2:6][O:7][C:8]2=[O:13].[C:14](=O)([O-])[O-].[K+].[K+]. The catalyst is CN(C=O)C. The product is [CH3:14][O:3][C:4]1[CH:12]=[CH:11][CH:10]=[C:9]2[C:5]=1[CH2:6][O:7][C:8]2=[O:13]. The yield is 0.930.